From a dataset of Aqueous solubility values for 9,982 compounds from the AqSolDB database. Regression/Classification. Given a drug SMILES string, predict its absorption, distribution, metabolism, or excretion properties. Task type varies by dataset: regression for continuous measurements (e.g., permeability, clearance, half-life) or binary classification for categorical outcomes (e.g., BBB penetration, CYP inhibition). For this dataset (solubility_aqsoldb), we predict Y. (1) The compound is O=C(O)Cc1ccccc1Nc1c(Cl)cccc1Cl. The Y is -4.62 log mol/L. (2) The compound is O=C1C=Cc2ccccc2/C1=N\Nc1ccc(S(=O)(=O)[O-])c2ccccc12.[Na+]. The Y is -2.43 log mol/L. (3) The molecule is CC(=O)OCC=C(C)C. The Y is -1.47 log mol/L. (4) The Y is -1.60 log mol/L. The drug is CCN(CC)C(=O)C(C)OC(=O)c1ccccc1OC(C)=O. (5) The compound is CCC(=O)O. The Y is 1.13 log mol/L. (6) The compound is CCC(=O)C(C)CC=C(C)C. The Y is -2.70 log mol/L.